Dataset: Forward reaction prediction with 1.9M reactions from USPTO patents (1976-2016). Task: Predict the product of the given reaction. (1) Given the reactants [CH:1]([C:3]1[C:4]([O:14][CH2:15][C:16]2[CH:40]=[CH:39][C:19]([O:20][CH2:21][C:22]3[N:23]=[C:24]([C:28]4[CH:29]=[C:30]([CH:36]=[CH:37][CH:38]=4)[O:31][CH2:32][C:33]([O-:35])=[O:34])[O:25][C:26]=3[CH3:27])=[C:18]([O:41][CH3:42])[CH:17]=2)=[N:5][N:6]([C:8]2[CH:13]=[CH:12][CH:11]=[CH:10][CH:9]=2)[CH:7]=1)=O.[CH2:43]([P:52](=[O:59])([O:56][CH2:57][CH3:58])[O:53][CH2:54][CH3:55])P(=O)(OCC)OCC.[CH3:60]N(C)C=O.[H-].[Na+], predict the reaction product. The product is: [CH2:57]([O:56][P:52](/[CH:43]=[CH:1]/[C:3]1[C:4]([O:14][CH2:15][C:16]2[CH:40]=[CH:39][C:19]([O:20][CH2:21][C:22]3[N:23]=[C:24]([C:28]4[CH:29]=[C:30]([CH:36]=[CH:37][CH:38]=4)[O:31][CH2:32][C:33]([O:35][CH3:60])=[O:34])[O:25][C:26]=3[CH3:27])=[C:18]([O:41][CH3:42])[CH:17]=2)=[N:5][N:6]([C:8]2[CH:13]=[CH:12][CH:11]=[CH:10][CH:9]=2)[CH:7]=1)([O:53][CH2:54][CH3:55])=[O:59])[CH3:58]. (2) Given the reactants [CH2:1]([C:3]1[C:8](=[O:9])[NH:7][C:6]([CH3:10])=[C:5]([C:11]2[CH:12]=[N:13][CH:14]=[C:15]([C:17]([OH:19])=O)[CH:16]=2)[CH:4]=1)[CH3:2].[CH3:20][O:21][C:22]1[CH:23]=[C:24]([CH2:28][CH2:29][NH2:30])[CH:25]=[CH:26][CH:27]=1, predict the reaction product. The product is: [CH3:20][O:21][C:22]1[CH:23]=[C:24]([CH2:28][CH2:29][NH:30][C:17]([C:15]2[CH:16]=[C:11]([C:5]3[CH:4]=[C:3]([CH2:1][CH3:2])[C:8](=[O:9])[NH:7][C:6]=3[CH3:10])[CH:12]=[N:13][CH:14]=2)=[O:19])[CH:25]=[CH:26][CH:27]=1. (3) Given the reactants [CH3:1][O:2][C:3]1[CH:4]=[C:5]([CH2:11][C:12]#[N:13])[CH:6]=[CH:7][C:8]=1[O:9][CH3:10].[F:14][C:15]([F:22])([F:21])[C:16](OCC)=[O:17].[O-]CC.[Na+], predict the reaction product. The product is: [CH3:1][O:2][C:3]1[CH:4]=[C:5]([CH:11]([C:16](=[O:17])[C:15]([F:22])([F:21])[F:14])[C:12]#[N:13])[CH:6]=[CH:7][C:8]=1[O:9][CH3:10]. (4) The product is: [Cl:18][CH2:19][CH2:20][CH2:21][C:22]([N:9]([CH2:8][CH:5]([CH2:6][CH3:7])[CH2:4][CH2:3][CH2:2][CH3:1])[CH2:10][CH:11]([CH2:12][CH3:13])[CH2:14][CH2:15][CH2:16][CH3:17])=[O:23]. Given the reactants [CH3:1][CH2:2][CH2:3][CH2:4][CH:5]([CH2:8][NH:9][CH2:10][CH:11]([CH2:14][CH2:15][CH2:16][CH3:17])[CH2:12][CH3:13])[CH2:6][CH3:7].[Cl:18][CH2:19][CH2:20][CH2:21][C:22](Cl)=[O:23], predict the reaction product.